Predict the reaction yield, written as a fraction of the theoretical maximum amount of product (1.0 means a 100% yield; for example, 0.34 means a 34% yield). From a dataset of Reaction yield outcomes from USPTO patents with 853,638 reactions. (1) The product is [OH:26][CH2:25][C:24]([CH2:29][OH:28])([CH3:32])[C:22]([C:21]1[C:15]2[C:16](=[N:17][CH:18]=[C:13]([C:5]3[CH:4]=[C:3]([O:2][CH3:1])[C:8]([O:9][CH3:10])=[C:7]([O:11][CH3:12])[CH:6]=3)[N:14]=2)[NH:19][CH:20]=1)=[O:23]. The yield is 0.730. The catalyst is O1CCCC1.CO. The reactants are [CH3:1][O:2][C:3]1[CH:4]=[C:5]([C:13]2[N:14]=[C:15]3[C:21]([C:22]([C:24]4([CH3:32])[CH2:29][O:28]C(C)(C)[O:26][CH2:25]4)=[O:23])=[CH:20][NH:19][C:16]3=[N:17][CH:18]=2)[CH:6]=[C:7]([O:11][CH3:12])[C:8]=1[O:9][CH3:10].Cl. (2) The reactants are C([O-])([O-])=O.[K+].[K+].F[C:8]1[C:16]2[CH:15]=[CH:14][S:13][C:12]=2[C:11]([C:17]#[N:18])=[CH:10][CH:9]=1.[NH2:19][C@@H:20]([C:24]([OH:26])=[O:25])[C@H:21]([CH3:23])[OH:22]. The catalyst is CS(C)=O. The product is [C:17]([C:11]1[C:12]2[S:13][CH:14]=[CH:15][C:16]=2[C:8]([NH:19][C@H:20]([C@@H:21]([OH:22])[CH3:23])[C:24]([OH:26])=[O:25])=[CH:9][CH:10]=1)#[N:18]. The yield is 0.760. (3) The reactants are O[C:2]1[C:11]2[C:10](=[O:12])[N:9]([CH2:13][C:14]3[CH:19]=[CH:18][C:17]([O:20][CH3:21])=[CH:16][CH:15]=3)[CH:8]=[N:7][C:6]=2[N:5]([CH3:22])[C:4](=[O:23])[C:3]=1[CH3:24].P(Cl)(Cl)([Cl:27])=O. No catalyst specified. The product is [Cl:27][C:2]1[C:11]2[C:10](=[O:12])[N:9]([CH2:13][C:14]3[CH:19]=[CH:18][C:17]([O:20][CH3:21])=[CH:16][CH:15]=3)[CH:8]=[N:7][C:6]=2[N:5]([CH3:22])[C:4](=[O:23])[C:3]=1[CH3:24]. The yield is 0.890. (4) The catalyst is C1(C)C=CC=CC=1.CCOC(C)=O. The yield is 0.250. The reactants are [F:1][C:2]([F:36])([F:35])[C:3]1[CH:4]=[C:5]([C:13]([CH3:34])([CH3:33])[C:14]([N:16]([C:18]2[CH:19]=[N:20][C:21](Cl)=[CH:22][C:23]=2[C:24]2[CH:29]=[CH:28][C:27]([F:30])=[CH:26][C:25]=2[Cl:31])[CH3:17])=[O:15])[CH:6]=[C:7]([C:9]([F:12])([F:11])[F:10])[CH:8]=1.[CH3:37][C:38]([Si:41]([CH3:55])([CH3:54])[O:42][CH2:43][C@@H:44]1[CH2:53][N:52]2[C@H:47]([CH2:48][O:49][CH2:50][CH2:51]2)[CH2:46][NH:45]1)([CH3:40])[CH3:39].CC(C)([O-])C.[Na+].C1(P(C2CCCCC2)C2C=CC=CC=2C2C=CC=CC=2N(C)C)CCCCC1. The product is [F:10][C:9]([F:12])([F:11])[C:7]1[CH:6]=[C:5]([C:13]([CH3:33])([CH3:34])[C:14]([N:16]([C:18]2[CH:19]=[N:20][C:21]([N:45]3[C@H:44]([CH2:43][O:42][Si:41]([C:38]([CH3:40])([CH3:39])[CH3:37])([CH3:54])[CH3:55])[CH2:53][N:52]4[C@H:47]([CH2:48][O:49][CH2:50][CH2:51]4)[CH2:46]3)=[CH:22][C:23]=2[C:24]2[CH:29]=[CH:28][C:27]([F:30])=[CH:26][C:25]=2[Cl:31])[CH3:17])=[O:15])[CH:4]=[C:3]([C:2]([F:1])([F:36])[F:35])[CH:8]=1. (5) The reactants are Cl[C:2]1[N:3]=[C:4]([OH:12])[C:5]2[CH:11]=[CH:10][N:9]=[CH:8][C:6]=2[N:7]=1.[CH2:13]([N:20]1[C:28]2[C:23](=[CH:24][CH:25]=[C:26]([OH:29])[CH:27]=2)[CH:22]=[CH:21]1)[C:14]1[CH:19]=[CH:18][CH:17]=[CH:16][CH:15]=1. No catalyst specified. The product is [CH2:13]([N:20]1[C:28]2[C:23](=[CH:24][CH:25]=[C:26]([O:29][C:2]3[N:3]=[C:4]([OH:12])[C:5]4[CH:11]=[CH:10][N:9]=[CH:8][C:6]=4[N:7]=3)[CH:27]=2)[CH:22]=[CH:21]1)[C:14]1[CH:15]=[CH:16][CH:17]=[CH:18][CH:19]=1. The yield is 0.160. (6) The reactants are Cl[C:2]1[N:7]=[C:6]([C:8]2[N:12]3[CH:13]=[CH:14][CH:15]=[CH:16][C:11]3=[N:10][C:9]=2[C:17]2[CH:18]=[CH:19][C:20]([O:34][CH2:35][CH3:36])=[C:21]([CH:33]=2)[C:22]([NH:24][C:25]2[C:30]([F:31])=[CH:29][CH:28]=[CH:27][C:26]=2[F:32])=[O:23])[CH:5]=[CH:4][N:3]=1.[CH3:37][O:38][C:39]1[CH:44]=[C:43]([N:45]2[CH2:50][CH2:49][N:48]([CH2:51][CH2:52][CH3:53])[CH2:47][CH2:46]2)[CH:42]=[CH:41][C:40]=1[NH2:54].Cl.O1CCOCC1.C[O-].[Na+]. The catalyst is FC(F)(F)CO.CO.C(Cl)Cl.CCCCCC. The product is [F:32][C:26]1[CH:27]=[CH:28][CH:29]=[C:30]([F:31])[C:25]=1[NH:24][C:22](=[O:23])[C:21]1[CH:33]=[C:17]([C:9]2[N:10]=[C:11]3[CH:16]=[CH:15][CH:14]=[CH:13][N:12]3[C:8]=2[C:6]2[CH:5]=[CH:4][N:3]=[C:2]([NH:54][C:40]3[CH:41]=[CH:42][C:43]([N:45]4[CH2:50][CH2:49][N:48]([CH2:51][CH2:52][CH3:53])[CH2:47][CH2:46]4)=[CH:44][C:39]=3[O:38][CH3:37])[N:7]=2)[CH:18]=[CH:19][C:20]=1[O:34][CH2:35][CH3:36]. The yield is 0.850. (7) The reactants are [C:1]1([CH2:7][O:8][C:9](=[O:20])[N:10]([CH2:12][C:13]2[CH:18]=[CH:17][C:16](Br)=[CH:15][CH:14]=2)[CH3:11])[CH:6]=[CH:5][CH:4]=[CH:3][CH:2]=1.[B:21]1([B:21]2[O:25][C:24]([CH3:27])([CH3:26])[C:23]([CH3:29])([CH3:28])[O:22]2)[O:25][C:24]([CH3:27])([CH3:26])[C:23]([CH3:29])([CH3:28])[O:22]1.C([O-])(=O)C.[K+]. The catalyst is CS(C)=O.C1(P([C-]2C=CC=C2)C2C=CC=CC=2)C=CC=CC=1.[C-]1(P(C2C=CC=CC=2)C2C=CC=CC=2)C=CC=C1.[Fe+2].Cl[Pd]Cl. The product is [CH3:11][N:10]([CH2:12][C:13]1[CH:18]=[CH:17][C:16]([B:21]2[O:25][C:24]([CH3:27])([CH3:26])[C:23]([CH3:29])([CH3:28])[O:22]2)=[CH:15][CH:14]=1)[C:9](=[O:20])[O:8][CH2:7][C:1]1[CH:6]=[CH:5][CH:4]=[CH:3][CH:2]=1. The yield is 0.440.